From a dataset of Forward reaction prediction with 1.9M reactions from USPTO patents (1976-2016). Predict the product of the given reaction. Given the reactants [F:1][C:2]([F:33])([F:32])[C:3]1[CH:4]=[C:5]([C@H:13]([O:15][C@H:16]2[O:24][CH2:23][C@@H:19]3[CH2:20][NH:21][CH2:22][C@H:18]3[C@@H:17]2[C:25]2[CH:30]=[CH:29][CH:28]=[CH:27][C:26]=2[CH3:31])[CH3:14])[CH:6]=[C:7]([C:9]([F:12])([F:11])[F:10])[CH:8]=1.[O:34]1[CH:38]=[CH:37][C:36]([C:39](O)=[O:40])=[CH:35]1, predict the reaction product. The product is: [F:33][C:2]([F:1])([F:32])[C:3]1[CH:4]=[C:5]([C@H:13]([O:15][C@H:16]2[O:24][CH2:23][C@@H:19]3[CH2:20][N:21]([C:39]([C:36]4[CH:37]=[CH:38][O:34][CH:35]=4)=[O:40])[CH2:22][C@H:18]3[C@@H:17]2[C:25]2[CH:30]=[CH:29][CH:28]=[CH:27][C:26]=2[CH3:31])[CH3:14])[CH:6]=[C:7]([C:9]([F:10])([F:11])[F:12])[CH:8]=1.